Dataset: Full USPTO retrosynthesis dataset with 1.9M reactions from patents (1976-2016). Task: Predict the reactants needed to synthesize the given product. Given the product [CH2:1]([O:8][C:9]1[CH:10]=[CH:11][C:12]([O:15][Si:25]([C:21]([CH3:24])([CH3:23])[CH3:22])([CH3:27])[CH3:26])=[CH:13][CH:14]=1)[C:2]1[CH:3]=[CH:4][CH:5]=[CH:6][CH:7]=1, predict the reactants needed to synthesize it. The reactants are: [CH2:1]([O:8][C:9]1[CH:14]=[CH:13][C:12]([OH:15])=[CH:11][CH:10]=1)[C:2]1[CH:7]=[CH:6][CH:5]=[CH:4][CH:3]=1.N1C=CN=C1.[C:21]([Si:25](Cl)([CH3:27])[CH3:26])([CH3:24])([CH3:23])[CH3:22].